This data is from Forward reaction prediction with 1.9M reactions from USPTO patents (1976-2016). The task is: Predict the product of the given reaction. (1) The product is: [CH3:31][O:32][C:33](=[O:57])[CH2:34][O:35][C:36]1[CH:41]=[CH:40][C:39]([CH2:42][NH:43][C:44]([O:46][C:47]([CH3:50])([CH3:48])[CH3:49])=[O:45])=[CH:38][C:37]=1[CH:51]1[CH2:52][CH2:53][N:54]([C:19]([C:7]2[C:8]3[C:13](=[C:12]([O:14][C:15]([F:18])([F:16])[F:17])[CH:11]=[CH:10][CH:9]=3)[N:5]([CH2:4][CH2:3][O:2][CH3:1])[CH:6]=2)=[O:20])[CH2:55][CH2:56]1. Given the reactants [CH3:1][O:2][CH2:3][CH2:4][N:5]1[C:13]2[C:8](=[CH:9][CH:10]=[CH:11][C:12]=2[O:14][C:15]([F:18])([F:17])[F:16])[C:7]([C:19](O)=[O:20])=[CH:6]1.CCN(C(C)C)C(C)C.[CH3:31][O:32][C:33](=[O:57])[CH2:34][O:35][C:36]1[CH:41]=[CH:40][C:39]([CH2:42][NH:43][C:44]([O:46][C:47]([CH3:50])([CH3:49])[CH3:48])=[O:45])=[CH:38][C:37]=1[CH:51]1[CH2:56][CH2:55][NH:54][CH2:53][CH2:52]1.CCN=C=NCCCN(C)C, predict the reaction product. (2) Given the reactants C([O:3][P:4]([CH2:9][CH2:10][N:11]1[CH2:19][CH2:18][CH2:17][NH:16][C:15]2[C:14](=[O:20])[C:13](=[O:21])[C:12]1=2)(=[O:8])[O:5]CC)C.[I-].[K+].C[Si](Cl)(C)C.O, predict the reaction product. The product is: [CH2:18]1[CH2:19][N:11]([CH2:10][CH2:9][P:4]([OH:5])([OH:8])=[O:3])[C:12]2=[C:13]([OH:21])[C:14](=[O:20])[C:15]2=[N:16][CH2:17]1. (3) Given the reactants [CH3:1][O:2][C:3]1[CH:4]=[C:5]2[C:10](=[CH:11][C:12]=1[O:13][CH2:14][CH2:15][N:16]1[CH2:21][CH2:20][NH:19][CH2:18][CH2:17]1)[N:9]=[CH:8][N:7]=[C:6]2[O:22][C:23]1[CH:24]=[C:25]2[C:29](=[CH:30][CH:31]=1)[NH:28][C:27]([CH3:32])=[CH:26]2.Cl[CH2:34][C:35](=[O:37])[CH3:36].C(=O)([O-])[O-].[K+].[K+], predict the reaction product. The product is: [C:35]([CH2:36][N:19]1[CH2:20][CH2:21][N:16]([CH2:15][CH2:14][O:13][C:12]2[CH:11]=[C:10]3[C:5]([C:6]([O:22][C:23]4[CH:24]=[C:25]5[C:29](=[CH:30][CH:31]=4)[NH:28][C:27]([CH3:32])=[CH:26]5)=[N:7][CH:8]=[N:9]3)=[CH:4][C:3]=2[O:2][CH3:1])[CH2:17][CH2:18]1)(=[O:37])[CH3:34].